From a dataset of Full USPTO retrosynthesis dataset with 1.9M reactions from patents (1976-2016). Predict the reactants needed to synthesize the given product. (1) The reactants are: C1(O[C:8](=[O:16])[O:9][C:10]2[CH:15]=[CH:14][CH:13]=[CH:12][CH:11]=2)C=CC=CC=1.[NH:17]1[CH2:24][CH:23]=[CH:22][CH2:21][NH:20][CH2:19][CH2:18]1. Given the product [N:17]1([C:8]([O:9][C:10]2[CH:11]=[CH:12][CH:13]=[CH:14][CH:15]=2)=[O:16])[CH2:24][CH:23]=[CH:22][CH2:21][NH:20][CH2:19][CH2:18]1, predict the reactants needed to synthesize it. (2) Given the product [N:5]1[CH:6]=[CH:7][C:2](/[CH:1]=[CH:28]/[C:29]([O:31][CH2:32][CH3:33])=[O:30])=[CH:3][CH:4]=1, predict the reactants needed to synthesize it. The reactants are: [CH:1](=O)[C:2]1[CH:7]=[CH:6][N:5]=[CH:4][CH:3]=1.C1(P(=[CH:28][C:29]([O:31][CH2:32][CH3:33])=[O:30])(C2C=CC=CC=2)C2C=CC=CC=2)C=CC=CC=1. (3) Given the product [CH2:23]([C:27]1[CH:36]=[CH:35][C:30]([C:31]2[O:22][N:21]=[C:17]3[C:18]4[C:13]([CH2:14][CH2:15][C:16]=23)=[CH:12][C:11]([CH:9]=[CH2:10])=[CH:20][CH:19]=4)=[CH:29][C:28]=1[C:37]([F:38])([F:39])[F:40])[CH:24]([CH3:26])[CH3:25], predict the reactants needed to synthesize it. The reactants are: [Li+].CC([N-]C(C)C)C.[CH:9]([C:11]1[CH:12]=[C:13]2[C:18](=[CH:19][CH:20]=1)/[C:17](=[N:21]/[OH:22])/[CH2:16][CH2:15][CH2:14]2)=[CH2:10].[CH2:23]([C:27]1[CH:36]=[CH:35][C:30]([C:31](OC)=O)=[CH:29][C:28]=1[C:37]([F:40])([F:39])[F:38])[CH:24]([CH3:26])[CH3:25].S(Cl)(Cl)=O. (4) Given the product [OH:1][CH2:2][C@H:3]1[CH2:7][CH2:6][C:5](=[O:8])[N:4]1[CH2:9][CH2:10][CH2:11][C:12]1[S:16][C:15]([C:17]([O:19][CH3:20])=[O:18])=[CH:14][CH:13]=1, predict the reactants needed to synthesize it. The reactants are: [OH:1][CH2:2][C@H:3]1[CH2:7][CH2:6][C:5](=[O:8])[N:4]1[CH2:9]/[CH:10]=[CH:11]\[C:12]1[S:16][C:15]([C:17]([O:19][CH3:20])=[O:18])=[CH:14][CH:13]=1. (5) Given the product [CH3:1][O:2][C:3]1[CH:8]=[CH:7][CH:6]=[CH:5][C:4]=1[C:9]#[C:10][C:11]1[CH:7]=[CH:6][CH:5]=[CH:4][C:3]=1[O:2][CH3:1], predict the reactants needed to synthesize it. The reactants are: [CH3:1][O:2][C:3]1[CH:8]=[CH:7][CH:6]=[CH:5][C:4]=1[C:9]#[C:10][CH3:11]. (6) The reactants are: [H-].[Na+].[C:3]([C:5]1[CH:10]=[CH:9][C:8]([S:11]([NH:14][CH:15]([C:21]2[N:25]([C:26]3[CH:31]=[CH:30][CH:29]=[CH:28][CH:27]=3)[N:24]=[CH:23][CH:22]=2)[CH:16]([CH2:19][CH3:20])[CH2:17][CH3:18])(=[O:13])=[O:12])=[CH:7][CH:6]=1)#[N:4].I[CH3:33]. Given the product [C:3]([C:5]1[CH:10]=[CH:9][C:8]([S:11]([N:14]([CH:15]([C:21]2[N:25]([C:26]3[CH:27]=[CH:28][CH:29]=[CH:30][CH:31]=3)[N:24]=[CH:23][CH:22]=2)[CH:16]([CH2:17][CH3:18])[CH2:19][CH3:20])[CH3:33])(=[O:13])=[O:12])=[CH:7][CH:6]=1)#[N:4], predict the reactants needed to synthesize it. (7) Given the product [CH2:37]([O:39][C:44](=[O:45])[CH:4]=[CH:5][C:16]1[C:21]([NH:22][C:23]([O:25][CH2:26][C:27]2[CH:28]=[CH:29][CH:30]=[CH:31][CH:32]=2)=[O:24])=[CH:20][CH:19]=[C:18]([O:33][CH3:34])[N:17]=1)[CH3:36], predict the reactants needed to synthesize it. The reactants are: C(O[C:4](=O)[CH:5]([C:16]1[C:21]([NH:22][C:23]([O:25][CH2:26][C:27]2[CH:32]=[CH:31][CH:30]=[CH:29][CH:28]=2)=[O:24])=[CH:20][CH:19]=[C:18]([O:33][CH3:34])[N:17]=1)S(C1C=CC(C)=CC=1)(=O)=O)C.[CH3:36][C:37](C)([O-:39])C.[K+].C1C[O:45][CH2:44]C1.